This data is from Catalyst prediction with 721,799 reactions and 888 catalyst types from USPTO. The task is: Predict which catalyst facilitates the given reaction. (1) Reactant: [CH2:1]([C:3]1[CH:8]=[CH:7][N:6]=[C:5]([CH:9]([CH2:16][C:17]2[CH:25]=[C:24]([CH3:26])[C:23]3[C:19](=[CH:20][N:21]([CH2:27][O:28][CH2:29][CH2:30][Si:31]([CH3:34])([CH3:33])[CH3:32])[N:22]=3)[CH:18]=2)[CH2:10][C:11]([O:13]CC)=[O:12])[CH:4]=1)[CH3:2].[OH-].[Li+]. Product: [CH2:1]([C:3]1[CH:8]=[CH:7][N:6]=[C:5]([CH:9]([CH2:16][C:17]2[CH:25]=[C:24]([CH3:26])[C:23]3[C:19](=[CH:20][N:21]([CH2:27][O:28][CH2:29][CH2:30][Si:31]([CH3:32])([CH3:34])[CH3:33])[N:22]=3)[CH:18]=2)[CH2:10][C:11]([OH:13])=[O:12])[CH:4]=1)[CH3:2]. The catalyst class is: 7. (2) Reactant: [NH2:1][C:2]1[N:7]=[CH:6][C:5]([C:8]2[CH:13]=[CH:12][C:11]([N:14]3[C@@H:18]([C:19]4[CH:24]=[CH:23][CH:22]=[CH:21][CH:20]=4)[C:17]([CH3:26])([CH3:25])[O:16][C:15]3=[O:27])=[CH:10][CH:9]=2)=[CH:4][CH:3]=1.C1C(=O)N([Br:35])C(=O)C1. Product: [NH2:1][C:2]1[N:7]=[CH:6][C:5]([C:8]2[CH:9]=[CH:10][C:11]([N:14]3[C@@H:18]([C:19]4[CH:24]=[CH:23][CH:22]=[CH:21][CH:20]=4)[C:17]([CH3:25])([CH3:26])[O:16][C:15]3=[O:27])=[CH:12][CH:13]=2)=[CH:4][C:3]=1[Br:35]. The catalyst class is: 2. (3) Reactant: Cl[C:2]1[N:11]=[C:10]([N:12]2[CH2:17][CH2:16][CH2:15][CH2:14][CH2:13]2)[C:9]2[C:4](=[CH:5][C:6]([O:20][CH3:21])=[C:7]([O:18][CH3:19])[CH:8]=2)[N:3]=1.[C:22]([O:26][C:27]([N:29]1[CH2:34][CH2:33][CH:32]([NH2:35])[CH2:31][CH2:30]1)=[O:28])([CH3:25])([CH3:24])[CH3:23].C1(P(C2C=CC=CC=2)C2C=CC3C(=CC=CC=3)C=2C2C3C(=CC=CC=3)C=CC=2P(C2C=CC=CC=2)C2C=CC=CC=2)C=CC=CC=1.O(C(C)(C)C)[K]. Product: [C:22]([O:26][C:27]([N:29]1[CH2:34][CH2:33][CH:32]([NH:35][C:2]2[N:11]=[C:10]([N:12]3[CH2:17][CH2:16][CH2:15][CH2:14][CH2:13]3)[C:9]3[C:4](=[CH:5][C:6]([O:20][CH3:21])=[C:7]([O:18][CH3:19])[CH:8]=3)[N:3]=2)[CH2:31][CH2:30]1)=[O:28])([CH3:25])([CH3:23])[CH3:24]. The catalyst class is: 101. (4) Reactant: [C:1]([NH:8][CH2:9][C:10]1[CH:25]=[CH:24][C:13]([C:14]([NH:16][CH:17]([CH2:22]O)[C:18]([O:20][CH3:21])=[O:19])=[O:15])=[CH:12][CH:11]=1)([O:3][C:4]([CH3:7])([CH3:6])[CH3:5])=[O:2].CC[N+](S(N=C(OC)[O-])(=O)=O)(CC)CC. Product: [C:1]([NH:8][CH2:9][C:10]1[CH:11]=[CH:12][C:13]([C:14]2[O:15][CH2:22][CH:17]([C:18]([O:20][CH3:21])=[O:19])[N:16]=2)=[CH:24][CH:25]=1)([O:3][C:4]([CH3:5])([CH3:6])[CH3:7])=[O:2]. The catalyst class is: 1. (5) Reactant: [NH2:1][C:2]1[N:11]=[C:5]2[C:6]([OH:10])=[CH:7][CH:8]=[CH:9][N:4]2[N:3]=1.F[C:13]1[CH:14]=[C:15]([N+:19]([O-:21])=[O:20])[CH:16]=[CH:17][CH:18]=1.C(=O)([O-])[O-].[Cs+].[Cs+]. Product: [N+:19]([C:15]1[CH:14]=[C:13]([CH:18]=[CH:17][CH:16]=1)[O:10][C:6]1[C:5]2[N:4]([N:3]=[C:2]([NH2:1])[N:11]=2)[CH:9]=[CH:8][CH:7]=1)([O-:21])=[O:20]. The catalyst class is: 9.